From a dataset of Reaction yield outcomes from USPTO patents with 853,638 reactions. Predict the reaction yield, written as a fraction of the theoretical maximum amount of product (1.0 means a 100% yield; for example, 0.34 means a 34% yield). (1) The reactants are [NH2:1][C:2]1[CH:11]=[CH:10][C:5]([C:6]([O:8][CH3:9])=[O:7])=[CH:4][CH:3]=1.[N+:12]([C:15]1[CH:22]=[CH:21][C:18]([CH:19]=O)=[CH:17][CH:16]=1)([O-:14])=[O:13]. The catalyst is C(O)C. The product is [N+:12]([C:15]1[CH:22]=[CH:21][C:18](/[CH:19]=[N:1]/[C:2]2[CH:3]=[CH:4][C:5]([C:6]([O:8][CH3:9])=[O:7])=[CH:10][CH:11]=2)=[CH:17][CH:16]=1)([O-:14])=[O:13]. The yield is 0.950. (2) The reactants are C(OC(=O)[NH:7][C:8]([C:10]1[S:11][C:12]([S:36][CH3:37])=[C:13]([S:15]([C:18]2[CH:19]=[C:20]([C:24]3[C:29]([NH:30][C:31](=[O:34])[CH2:32][Br:33])=[CH:28][CH:27]=[CH:26][C:25]=3[CH3:35])[CH:21]=[CH:22][CH:23]=2)(=[O:17])=[O:16])[CH:14]=1)=[NH:9])(C)(C)C.[C:39]([OH:45])([C:41]([F:44])([F:43])[F:42])=[O:40].C(Cl)Cl. No catalyst specified. The product is [F:42][C:41]([F:44])([F:43])[C:39]([OH:45])=[O:40].[Br:33][CH2:32][C:31]([NH:30][C:29]1[CH:28]=[CH:27][CH:26]=[C:25]([CH3:35])[C:24]=1[C:20]1[CH:21]=[CH:22][CH:23]=[C:18]([S:15]([C:13]2[CH:14]=[C:10]([C:8](=[NH:7])[NH2:9])[S:11][C:12]=2[S:36][CH3:37])(=[O:17])=[O:16])[CH:19]=1)=[O:34]. The yield is 0.680. (3) The reactants are [OH:1][NH:2][C:3]([C:5]1[CH:10]=[CH:9][C:8]([C:11]([F:14])([F:13])[F:12])=[CH:7][N:6]=1)=[NH:4].[Cl:15][C:16]1[CH:24]=[C:23]([N+:25]([O-:27])=[O:26])[CH:22]=[CH:21][C:17]=1[C:18](O)=O. No catalyst specified. The product is [Cl:15][C:16]1[CH:24]=[C:23]([N+:25]([O-:27])=[O:26])[CH:22]=[CH:21][C:17]=1[C:18]1[O:1][N:2]=[C:3]([C:5]2[CH:10]=[CH:9][C:8]([C:11]([F:12])([F:13])[F:14])=[CH:7][N:6]=2)[N:4]=1. The yield is 0.410. (4) The reactants are [O:1]1[C:5]2[C:6]3[C:7](=[CH:13][CH2:14][NH2:15])[CH2:8][CH2:9][C:10]=3[CH:11]=[CH:12][C:4]=2[N:3]=[CH:2]1.C(N(CC)CC)C.[C:23](O[C:23](=[O:26])[CH2:24][CH3:25])(=[O:26])[CH2:24][CH3:25].C(=O)([O-])O.[Na+]. The catalyst is O1CCCC1. The product is [O:1]1[C:5]2[C:6]3[C:7](=[CH:13][CH2:14][NH:15][C:23](=[O:26])[CH2:24][CH3:25])[CH2:8][CH2:9][C:10]=3[CH:11]=[CH:12][C:4]=2[N:3]=[CH:2]1. The yield is 0.890. (5) The yield is 0.990. The catalyst is [Pd].CO. The product is [NH2:11][C:10]1[C:12]([F:16])=[CH:13][CH:14]=[CH:15][C:9]=1[OH:8]. The reactants are C([O:8][C:9]1[CH:15]=[CH:14][CH:13]=[C:12]([F:16])[C:10]=1[NH2:11])C1C=CC=CC=1. (6) The reactants are [C:1]([C:5]1[CH:6]=[C:7]([CH:11]=[C:12]([C:14]2[N:15]([CH2:24][CH:25]3[CH2:30][CH2:29][CH2:28][CH2:27][CH2:26]3)[C:16]([CH3:23])=[C:17]([S:19](=[O:22])(=[O:21])[NH2:20])[CH:18]=2)[CH:13]=1)[C:8]([OH:10])=O)([CH3:4])([CH3:3])[CH3:2].CCN(C(C)C)C(C)C.CN(C(ON1N=NC2C=CC=NC1=2)=[N+](C)C)C.F[P-](F)(F)(F)(F)F.[CH3:64][CH:65]([CH3:68])[CH2:66][NH2:67]. The yield is 0.450. The catalyst is CN(C=O)C. The product is [C:1]([C:5]1[CH:6]=[C:7]([CH:11]=[C:12]([C:14]2[N:15]([CH2:24][CH:25]3[CH2:30][CH2:29][CH2:28][CH2:27][CH2:26]3)[C:16]([CH3:23])=[C:17]([S:19](=[O:22])(=[O:21])[NH2:20])[CH:18]=2)[CH:13]=1)[C:8]([NH:67][CH2:66][CH:65]([CH3:68])[CH3:64])=[O:10])([CH3:3])([CH3:4])[CH3:2]. (7) The reactants are [CH2:1]([N:8]1[CH2:12][CH:11]([N+:13]([O-])=O)[CH:10]([C:16]2[CH:21]=[CH:20][C:19]([Cl:22])=[C:18]([Cl:23])[CH:17]=2)[CH2:9]1)[C:2]1[CH:7]=[CH:6][CH:5]=[CH:4][CH:3]=1.C([O-])(O)=O.[Na+]. The catalyst is CCOC(C)=O. The product is [CH2:1]([N:8]1[CH2:9][CH:10]([C:16]2[CH:21]=[CH:20][C:19]([Cl:22])=[C:18]([Cl:23])[CH:17]=2)[CH:11]([NH2:13])[CH2:12]1)[C:2]1[CH:3]=[CH:4][CH:5]=[CH:6][CH:7]=1. The yield is 0.540.